Predict the reaction yield, written as a fraction of the theoretical maximum amount of product (1.0 means a 100% yield; for example, 0.34 means a 34% yield). From a dataset of Reaction yield outcomes from USPTO patents with 853,638 reactions. (1) The reactants are [Cl:1][C:2]1[CH:3]=[C:4]([CH:40]=[CH:41][C:42]=1[O:43][CH:44]([CH3:46])[CH3:45])[C:5]([NH:7][C@@H:8]([CH2:21][C:22]1[CH:27]=[CH:26][C:25]([C:28]2[N:29]=[C:30]3[C:35]([CH:36]([OH:38])[CH3:37])=[CH:34][CH:33]=[CH:32][N:31]3[CH:39]=2)=[CH:24][CH:23]=1)[CH2:9][N:10]1C(=O)C2C(=CC=CC=2)C1=O)=[O:6].O.NN. The catalyst is C(O)C. The product is [NH2:10][CH2:9][C@@H:8]([NH:7][C:5](=[O:6])[C:4]1[CH:40]=[CH:41][C:42]([O:43][CH:44]([CH3:45])[CH3:46])=[C:2]([Cl:1])[CH:3]=1)[CH2:21][C:22]1[CH:27]=[CH:26][C:25]([C:28]2[N:29]=[C:30]3[C:35]([CH:36]([OH:38])[CH3:37])=[CH:34][CH:33]=[CH:32][N:31]3[CH:39]=2)=[CH:24][CH:23]=1. The yield is 1.00. (2) The reactants are [N:1]1[C:2]([C:10]([OH:12])=O)=[CH:3][N:4]2[CH:9]=[CH:8][CH:7]=[N:6][C:5]=12.[NH2:13][C@@H:14]([CH3:31])[CH2:15][N:16]1[CH:20]=[CH:19][C:18]([C:21]2[CH:28]=[C:27]([F:29])[C:24]([C:25]#[N:26])=[C:23]([Cl:30])[CH:22]=2)=[N:17]1. No catalyst specified. The product is [Cl:30][C:23]1[CH:22]=[C:21]([C:18]2[CH:19]=[CH:20][N:16]([CH2:15][C@@H:14]([NH:13][C:10]([C:2]3[N:1]=[C:5]4[N:6]=[CH:7][CH:8]=[CH:9][N:4]4[CH:3]=3)=[O:12])[CH3:31])[N:17]=2)[CH:28]=[C:27]([F:29])[C:24]=1[C:25]#[N:26]. The yield is 0.460. (3) The reactants are [NH2:1][C:2]1[CH:11]=[C:10]([O:12][CH3:13])[C:9]([O:14][CH2:15][CH2:16][Cl:17])=[CH:8][C:3]=1[C:4](OC)=[O:5].Cl.[CH:19](N)=[NH:20]. The catalyst is C(O)C. The product is [Cl:17][CH2:16][CH2:15][O:14][C:9]1[CH:8]=[C:3]2[C:2](=[CH:11][C:10]=1[O:12][CH3:13])[N:1]=[CH:19][N:20]=[C:4]2[OH:5]. The yield is 0.860. (4) The reactants are [C:1](=O)([O:34]CCC(C)C)[O:2][CH2:3][N:4]1[C:13]2[C:8](=[CH:9][CH:10]=[C:11]([O:14][CH2:15][CH2:16][CH2:17][CH2:18][N:19]3[CH2:24][CH2:23][N:22]([C:25]4[CH:30]=[CH:29][CH:28]=[C:27]([Cl:31])C=4Cl)[CH2:21][CH2:20]3)[CH:12]=2)[CH2:7][CH2:6][C:5]1=[O:33].[C:41]([Cl:44])(Cl)=O.CC(C)CCO.ClC1C(Cl)=CC=CC=1N1CCN(CCCCO[C:70]2[CH:79]=[C:78]3[C:73]([CH2:74]CC(=O)N3CO)=[CH:72][CH:71]=2)CC1.C([N:85](CC)CC)C. The catalyst is O1CCCC1.CN(C)C1C=CN=CC=1.ClCCl.C(OCC)(=O)C.N1C=CC=CC=1. The product is [CH2:74]([NH:85][C:1](=[O:34])[O:2][CH2:3][N:4]1[C:13]2[C:8](=[CH:9][CH:10]=[C:11]([O:14][CH2:15][CH2:16][CH2:17][CH2:18][N:19]3[CH2:24][CH2:23][N:22]([C:25]4[CH:30]=[CH:29][CH:28]=[C:27]([Cl:31])[C:41]=4[Cl:44])[CH2:21][CH2:20]3)[CH:12]=2)[CH2:7][CH2:6][C:5]1=[O:33])[C:73]1[CH:78]=[CH:79][CH:70]=[CH:71][CH:72]=1. The yield is 0.550. (5) The reactants are C[O:2][C:3]1[CH:4]=[CH:5][C:6]2[N:11]([C:12]([O:14][CH2:15][C:16]3[CH:21]=[CH:20][CH:19]=[CH:18][CH:17]=3)=[O:13])[CH2:10][C:9](=[O:22])[N:8]([CH2:23][C@@H:24]3[CH2:26][O:25]3)[C:7]=2[N:27]=1. The yield is 0.309. The product is [OH:25][CH2:26][C@H:24]1[N:27]2[C:7]3[N:8]([C:9](=[O:22])[CH2:10][N:11]([C:12]([O:14][CH2:15][C:16]4[CH:17]=[CH:18][CH:19]=[CH:20][CH:21]=4)=[O:13])[C:6]=3[CH:5]=[CH:4][C:3]2=[O:2])[CH2:23]1. The catalyst is CN(C=O)C. (6) The reactants are [CH3:1][C:2]1([CH3:30])[O:7][C@@H:6]([CH2:8][C:9]([N:11]([O:13][CH3:14])[CH3:12])=[O:10])[CH2:5][C@@H:4]([CH2:15]S(C2N(C3C=CC=CC=3)N=NN=2)(=O)=O)[O:3]1.[F:31][C:32]1[CH:37]=[CH:36][C:35]([C:38]2[C:46]3[C:41](=[CH:42][CH:43]=[CH:44][CH:45]=3)[N:40]([CH:47]([CH3:49])[CH3:48])[C:39]=2[CH:50]=O)=[CH:34][CH:33]=1.C[Si]([N-][Si](C)(C)C)(C)C.[Li+].C(=O)(O)[O-].[Na+]. The catalyst is O1CCCC1. The product is [F:31][C:32]1[CH:37]=[CH:36][C:35]([C:38]2[C:46]3[C:41](=[CH:42][CH:43]=[CH:44][CH:45]=3)[N:40]([CH:47]([CH3:48])[CH3:49])[C:39]=2/[CH:50]=[CH:15]/[C@H:4]2[O:3][C:2]([CH3:1])([CH3:30])[O:7][C@@H:6]([CH2:8][C:9]([N:11]([O:13][CH3:14])[CH3:12])=[O:10])[CH2:5]2)=[CH:34][CH:33]=1. The yield is 0.850. (7) No catalyst specified. The yield is 0.850. The reactants are C(Cl)(Cl)Cl.C[O:6][C:7]1[C:16]([O:17][CH3:18])=[C:15]([O:19]C)[CH:14]=[C:13]2[C:8]=1[CH2:9][CH2:10][C:11](=O)[O:12]2.[Si](I)(C)(C)C.C(OCC)(=[O:29])C. The product is [OH:6][C:7]1[C:16]([O:17][CH3:18])=[C:15]([OH:19])[CH:14]=[C:13]2[C:8]=1[C:9](=[O:29])[CH2:10][CH2:11][O:12]2.